Dataset: Forward reaction prediction with 1.9M reactions from USPTO patents (1976-2016). Task: Predict the product of the given reaction. (1) Given the reactants N(C(OCC)=O)=NC(OCC)=O.[Cl:13][C:14]1[CH:33]=[CH:32][C:17]([NH:18][C:19]2[C:28]3[C:23](=[CH:24][C:25]([OH:31])=[C:26]([O:29][CH3:30])[CH:27]=3)[N:22]=[CH:21][N:20]=2)=[C:16]([F:34])[CH:15]=1.C1(P(C2C=CC=CC=2)C2C=CC=CC=2)C=CC=CC=1.[N:54]1[CH:59]=[CH:58][CH:57]=[C:56]([CH2:60][CH2:61]O)[CH:55]=1, predict the reaction product. The product is: [ClH:13].[Cl:13][C:14]1[CH:33]=[CH:32][C:17]([NH:18][C:19]2[C:28]3[C:23](=[CH:24][C:25]([O:31][CH2:61][CH2:60][C:56]4[CH:55]=[N:54][CH:59]=[CH:58][CH:57]=4)=[C:26]([O:29][CH3:30])[CH:27]=3)[N:22]=[CH:21][N:20]=2)=[C:16]([F:34])[CH:15]=1. (2) Given the reactants [H-].[Na+].[C:3]([CH2:5][C:6]([O:8][CH3:9])=[O:7])#[N:4].Br[C:11]1[C:16]([Cl:17])=[CH:15][C:14]([Cl:18])=[CH:13][N:12]=1, predict the reaction product. The product is: [C:3]([CH:5]([C:11]1[C:16]([Cl:17])=[CH:15][C:14]([Cl:18])=[CH:13][N:12]=1)[C:6]([O:8][CH3:9])=[O:7])#[N:4]. (3) Given the reactants Cl[C:2]1[N:7]=[C:6]([NH:8][C:9]2[CH:14]=[CH:13][C:12]([O:15][CH3:16])=[CH:11][C:10]=2[NH:17][S:18]([CH3:21])(=[O:20])=[O:19])[C:5]([Cl:22])=[CH:4][N:3]=1.[CH3:23][O:24][C:25]1[CH:31]=[CH:30][C:29]([O:32][CH3:33])=[CH:28][C:26]=1[NH2:27], predict the reaction product. The product is: [Cl:22][C:5]1[C:6]([NH:8][C:9]2[CH:14]=[CH:13][C:12]([O:15][CH3:16])=[CH:11][C:10]=2[NH:17][S:18]([CH3:21])(=[O:20])=[O:19])=[N:7][C:2]([NH:27][C:26]2[CH:28]=[C:29]([O:32][CH3:33])[CH:30]=[CH:31][C:25]=2[O:24][CH3:23])=[N:3][CH:4]=1. (4) The product is: [OH:29][CH2:28][C:20]1([CH2:22][OH:23])[CH2:21][CH:18]([NH:17][C:15](=[O:16])[O:14][CH2:7][C:8]2[CH:9]=[CH:10][CH:11]=[CH:12][CH:13]=2)[CH2:19]1. Given the reactants [H-].[Al+3].[Li+].[H-].[H-].[H-].[CH2:7]([O:14][C:15]([NH:17][CH:18]1[CH2:21][C:20]([C:28](OC(C)C)=[O:29])([C:22](OC(C)C)=[O:23])[CH2:19]1)=[O:16])[C:8]1[CH:13]=[CH:12][CH:11]=[CH:10][CH:9]=1, predict the reaction product. (5) The product is: [F:1][C:2]1[CH:3]=[C:4]([C:8]2[CH:13]=[CH:12][C:11]([C:14](=[O:21])[CH2:15][CH2:16][C:17]([OH:19])=[O:18])=[CH:10][CH:9]=2)[CH:5]=[CH:6][CH:7]=1. Given the reactants [F:1][C:2]1[CH:3]=[C:4]([C:8]2[CH:13]=[CH:12][C:11]([C:14](=[O:21])[CH2:15][CH2:16][C:17]([O:19]C)=[O:18])=[CH:10][CH:9]=2)[CH:5]=[CH:6][CH:7]=1, predict the reaction product. (6) Given the reactants C(O)(=O)CCC(O)=O.[C:9](=[O:12])([OH:11])[OH:10].[NH:13]1[CH2:17][CH2:16][C@@H:15]([NH:18][C:19]2[C:20]3[CH:21]=[CH:22][N:23]=[CH:24][C:25]=3[CH:26]=[CH:27][CH:28]=2)[CH2:14]1.[OH-].[Na+], predict the reaction product. The product is: [C:9](=[O:10])([OH:12])[OH:11].[NH:13]1[CH2:17][CH2:16][C@@H:15]([NH:18][C:19]2[C:20]3[CH:21]=[CH:22][N:23]=[CH:24][C:25]=3[CH:26]=[CH:27][CH:28]=2)[CH2:14]1. (7) Given the reactants [NH2:1][N:2]1[CH2:7][C:6]([CH3:8])=[N:5][N:4]([CH3:9])[C:3]1=[O:10].[C:11]1([C:17]2[N:22]=[CH:21][C:20]([C:23](O)=[O:24])=[CH:19][N:18]=2)[CH:16]=[CH:15][CH:14]=[CH:13][CH:12]=1.C[N+]1(C2N=C(OC)N=C(OC)N=2)CCOCC1.[Cl-], predict the reaction product. The product is: [CH3:9][N:4]1[C:3](=[O:10])[N:2]([NH:1][C:23]([C:20]2[CH:19]=[N:18][C:17]([C:11]3[CH:12]=[CH:13][CH:14]=[CH:15][CH:16]=3)=[N:22][CH:21]=2)=[O:24])[CH2:7][C:6]([CH3:8])=[N:5]1. (8) Given the reactants [Cl:1][C:2]1[CH:3]=[C:4]2[C:8](=[CH:9][CH:10]=1)[NH:7][C:6]1[CH2:11][N:12]([CH3:15])[CH2:13][CH2:14][C:5]2=1.[O-]P([O-])([O-])=O.[K+].[K+].[K+].[Cl:24][CH2:25][C:26]([N:28]1[CH2:33][CH2:32][N:31](C(OC(C)(C)C)=O)[CH2:30][CH2:29]1)=[O:27], predict the reaction product. The product is: [Cl:1][C:2]1[CH:3]=[C:4]2[C:8](=[CH:9][CH:10]=1)[N:7]([CH2:25][C:26]([N:28]1[CH2:33][CH2:32][NH:31][CH2:30][CH2:29]1)=[O:27])[C:6]1[CH2:11][N:12]([CH3:15])[CH2:13][CH2:14][C:5]2=1.[ClH:24].